Dataset: Reaction yield outcomes from USPTO patents with 853,638 reactions. Task: Predict the reaction yield, written as a fraction of the theoretical maximum amount of product (1.0 means a 100% yield; for example, 0.34 means a 34% yield). (1) The catalyst is CN(C=O)C.C(OCC)(=O)C. The yield is 1.00. The reactants are [F:1][C:2]1[CH:7]=[C:6]([OH:8])[CH:5]=[C:4]([F:9])[C:3]=1[C:10]1[N:15]=[C:14]([C:16]([O:18][CH3:19])=[O:17])[CH:13]=[CH:12][C:11]=1[F:20].C(=O)([O-])[O-].[K+].[K+].FC(F)(F)S(O[CH2:33][C:34]([F:37])([F:36])[F:35])(=O)=O. The product is [F:1][C:2]1[CH:7]=[C:6]([O:8][CH2:33][C:34]([F:37])([F:36])[F:35])[CH:5]=[C:4]([F:9])[C:3]=1[C:10]1[N:15]=[C:14]([C:16]([O:18][CH3:19])=[O:17])[CH:13]=[CH:12][C:11]=1[F:20]. (2) The reactants are [OH:1][C:2]1[C:9]([CH3:10])=[C:8]([CH3:11])[C:5]([CH:6]=[O:7])=[C:4]([CH3:12])[C:3]=1[CH3:13].[H-].[Na+].[CH2:16](Br)[C:17]1[CH:22]=[CH:21][CH:20]=[CH:19][CH:18]=1.Cl. The catalyst is CN(C)C=O. The product is [CH2:16]([O:1][C:2]1[C:3]([CH3:13])=[C:4]([CH3:12])[C:5]([CH:6]=[O:7])=[C:8]([CH3:11])[C:9]=1[CH3:10])[C:17]1[CH:22]=[CH:21][CH:20]=[CH:19][CH:18]=1. The yield is 0.950. (3) The reactants are Cl.Cl.[NH2:3][CH2:4][CH2:5][S:6][S:7][CH2:8][CH2:9][NH2:10].C(N(CC)CC)C.[CH3:18][C:19]([O:22][C:23](O[C:23]([O:22][C:19]([CH3:21])([CH3:20])[CH3:18])=[O:24])=[O:24])([CH3:21])[CH3:20]. The catalyst is CO. The product is [NH2:3][CH2:4][CH2:5][S:6][S:7][CH2:8][CH2:9][NH:10][C:23](=[O:24])[O:22][C:19]([CH3:21])([CH3:20])[CH3:18]. The yield is 0.440. (4) The reactants are [C:1]([O:5][C:6](=[O:27])[CH2:7][C@H:8]([NH:19][CH2:20][C:21]1[CH:26]=[CH:25][CH:24]=[CH:23][CH:22]=1)[C:9]([O:11][CH2:12][C:13]1[CH:18]=[CH:17][CH:16]=[CH:15][CH:14]=1)=[O:10])([CH3:4])([CH3:3])[CH3:2].C([O-])([O-])=O.[K+].[K+].[Na+].[I-].[Cl:36][CH:37]=[C:38]([CH2:40]Cl)[CH3:39]. The catalyst is CC#N. The product is [C:1]([O:5][C:6](=[O:27])[CH2:7][C@H:8]([N:19]([CH2:20][C:21]1[CH:26]=[CH:25][CH:24]=[CH:23][CH:22]=1)[CH2:40][C:38]([CH2:37][Cl:36])=[CH2:39])[C:9]([O:11][CH2:12][C:13]1[CH:18]=[CH:17][CH:16]=[CH:15][CH:14]=1)=[O:10])([CH3:4])([CH3:2])[CH3:3]. The yield is 0.580.